From a dataset of Retrosynthesis with 50K atom-mapped reactions and 10 reaction types from USPTO. Predict the reactants needed to synthesize the given product. (1) Given the product O=C(CN1CCC(S(=O)(=O)c2ccc(Br)cc2)CC1)c1ccc(F)cc1, predict the reactants needed to synthesize it. The reactants are: O=C(CBr)c1ccc(F)cc1.O=S(=O)(c1ccc(Br)cc1)C1CCNCC1. (2) Given the product O=C(O)CC1(c2ccc(OCc3cccc(F)c3)cc2)COC1, predict the reactants needed to synthesize it. The reactants are: CCOC(=O)CC1(c2ccc(OCc3cccc(F)c3)cc2)COC1. (3) Given the product O=S(=O)(C1CC1)N1CCC(c2n[nH]c3cnc4[nH]ccc4c23)CC1, predict the reactants needed to synthesize it. The reactants are: O=S(=O)(Cl)C1CC1.c1cc2c(ncc3[nH]nc(C4CCNCC4)c32)[nH]1. (4) The reactants are: Cc1[nH]c(C=O)c(C)c1C(=O)NCCCN(C)C.O=C1Cc2cc(-c3ccccc3)ccc2N1. Given the product Cc1[nH]c(C=C2C(=O)Nc3ccc(-c4ccccc4)cc32)c(C)c1C(=O)NCCCN(C)C, predict the reactants needed to synthesize it.